Dataset: Forward reaction prediction with 1.9M reactions from USPTO patents (1976-2016). Task: Predict the product of the given reaction. (1) The product is: [CH:25]([C@@H:4]1[CH2:3][C:2](=[O:1])[CH2:7][CH2:6][C@@H:5]1[N:8]1[CH2:12][CH2:11][C@H:10]([NH:13][C:14](=[O:23])[O:15][CH2:16][C:17]2[CH:22]=[CH:21][CH:20]=[CH:19][CH:18]=2)[C:9]1=[O:24])([CH3:27])[CH3:26]. Given the reactants [OH:1][C@@H:2]1[CH2:7][CH2:6][C@H:5]([N:8]2[CH2:12][CH2:11][C@H:10]([NH:13][C:14](=[O:23])[O:15][CH2:16][C:17]3[CH:22]=[CH:21][CH:20]=[CH:19][CH:18]=3)[C:9]2=[O:24])[C@H:4]([CH:25]([CH3:27])[CH3:26])[CH2:3]1.CC(OI1(OC(C)=O)(OC(C)=O)OC(=O)C2C=CC=CC1=2)=O, predict the reaction product. (2) Given the reactants NC1[N:3]([CH3:23])[C:4]2[C:9]([C:10]=1[C:11]1[CH:16]=[CH:15][C:14]([O:17][CH3:18])=[CH:13][CH:12]=1)=[CH:8][C:7]([O:19][CH3:20])=[C:6]([O:21][CH3:22])[CH:5]=2.[CH2:24]([N:26]([CH2:29]C)CC)[CH3:25].C(Cl)(=[O:33])C, predict the reaction product. The product is: [CH3:20][O:19][C:7]1[CH:8]=[C:9]2[C:4](=[CH:5][C:6]=1[O:21][CH3:22])[NH:3][C:23]([CH2:29][NH:26][C:24](=[O:33])[CH3:25])=[C:10]2[C:11]1[CH:12]=[CH:13][C:14]([O:17][CH3:18])=[CH:15][CH:16]=1.